From a dataset of Full USPTO retrosynthesis dataset with 1.9M reactions from patents (1976-2016). Predict the reactants needed to synthesize the given product. (1) Given the product [F:19][C:20]([F:24])=[C:21]([F:23])[F:22].[C:25]([F:34])([O:29][C:30]([F:33])([F:32])[F:31])=[C:26]([F:28])[F:27], predict the reactants needed to synthesize it. The reactants are: S(OOS([O-])(=O)=O)([O-])(=O)=O.[NH4+].[NH4+].[OH-].[NH4+].C(F)(F)=C.[F:19][C:20]([F:24])=[C:21]([F:23])[F:22].[C:25]([F:34])([O:29][C:30]([F:33])([F:32])[F:31])=[C:26]([F:28])[F:27]. (2) Given the product [C:13]([O:12][C:10]([N:5]1[CH2:6][CH:7]([OH:9])[CH2:8][CH:4]1[CH2:3][OH:2])=[O:11])([CH3:16])([CH3:15])[CH3:14], predict the reactants needed to synthesize it. The reactants are: C[O:2][C:3](=O)[C@@H:4]1[CH2:8][C@@H:7]([OH:9])[CH2:6][N:5]1[C:10]([O:12][C:13]([CH3:16])([CH3:15])[CH3:14])=[O:11].S(C)C.CO.C(Cl)(Cl)Cl. (3) Given the product [Cl:1][C:2]1[CH:3]=[C:4]([CH:9]=[CH:10][C:11]=1[O:12][CH:20]([CH3:22])[CH3:21])[C:5]([O:7][CH3:8])=[O:6], predict the reactants needed to synthesize it. The reactants are: [Cl:1][C:2]1[CH:3]=[C:4]([CH:9]=[CH:10][C:11]=1[OH:12])[C:5]([O:7][CH3:8])=[O:6].C(=O)([O-])[O-].[K+].[K+].I[CH:20]([CH3:22])[CH3:21].C(OCC)(=O)C. (4) Given the product [CH3:24][N:25]([CH3:29])[C:26](=[O:27])[O:23][C:20]1[CH:21]=[CH:22][C:13]([CH2:12][N:9]2[CH2:8][CH2:7][CH:15]([CH2:14][C:13]#[CH:12])[CH2:11][CH2:10]2)=[C:14]2[C:19]=1[N:18]=[CH:17][CH:16]=[CH:15]2, predict the reactants needed to synthesize it. The reactants are: [H-].[Na+].C#CCN1[CH2:11][CH2:10][N:9]([CH2:12][C:13]2[CH:22]=[CH:21][C:20]([OH:23])=[C:19]3[C:14]=2[CH:15]=[CH:16][CH:17]=[N:18]3)[CH2:8][CH2:7]1.[CH3:24][N:25]([CH3:29])[C:26](Cl)=[O:27]. (5) Given the product [CH2:1]([NH:6][C:10]([C:12]1[N:13]=[C:14]2[CH:19]=[CH:18][C:17]([N:20]3[CH2:25][CH2:24][N:23]([C:26](=[O:38])[C:27]4[CH:32]=[C:31]([F:33])[CH:30]=[CH:29][C:28]=4[C:34]([F:35])([F:37])[F:36])[CH2:22][CH2:21]3)=[N:16][N:15]2[CH:39]=1)=[O:9])[CH2:2][CH2:3][CH2:4][CH3:5], predict the reactants needed to synthesize it. The reactants are: [CH2:1]([NH2:6])[CH2:2][CH2:3][CH2:4][CH3:5].C([O:9][C:10]([C:12]1[N:13]=[C:14]2[CH:19]=[CH:18][C:17]([N:20]3[CH2:25][CH2:24][N:23]([C:26](=[O:38])[C:27]4[CH:32]=[C:31]([F:33])[CH:30]=[CH:29][C:28]=4[C:34]([F:37])([F:36])[F:35])[CH2:22][CH2:21]3)=[N:16][N:15]2[CH:39]=1)=O)C. (6) Given the product [NH2:23][CH:2]1[CH2:6][CH2:5][O:4][CH:3]1[N:7]1[CH:15]=[N:14][C:13]2[C:8]1=[N:9][C:10]([O:17][CH:18]1[CH2:22][CH2:21][CH2:20][CH2:19]1)=[N:11][C:12]=2[NH2:16], predict the reactants needed to synthesize it. The reactants are: Cl[CH:2]1[CH2:6][CH2:5][O:4][CH:3]1[N:7]1[CH:15]=[N:14][C:13]2[C:8]1=[N:9][C:10]([O:17][CH:18]1[CH2:22][CH2:21][CH2:20][CH2:19]1)=[N:11][C:12]=2[NH2:16].[N-:23]=[N+]=[N-].[Na+].[I-].[Na+]. (7) Given the product [Cl:11][C:9]1[CH:10]=[C:5]2[NH:4][CH2:3][CH2:2][N:6]2[C:7](=[O:14])[N:8]=1, predict the reactants needed to synthesize it. The reactants are: Br[CH2:2][CH2:3][NH:4][C:5]1[CH:10]=[C:9]([Cl:11])[N:8]=[C:7](Cl)[N:6]=1.C([O-])([O-])=[O:14].[K+].[K+].